Dataset: Catalyst prediction with 721,799 reactions and 888 catalyst types from USPTO. Task: Predict which catalyst facilitates the given reaction. (1) Reactant: Cl.C(OC(=O)[NH:8][C@H:9]1[CH2:14][CH2:13][C@H:12]([NH:15][C:16](=[O:25])[CH2:17][N:18]2[CH2:23][CH2:22][N:21]([CH3:24])[CH2:20][CH2:19]2)[CH2:11][CH2:10]1)(C)(C)C.CCOCC. Product: [NH2:8][C@H:9]1[CH2:10][CH2:11][C@H:12]([NH:15][C:16](=[O:25])[CH2:17][N:18]2[CH2:19][CH2:20][N:21]([CH3:24])[CH2:22][CH2:23]2)[CH2:13][CH2:14]1. The catalyst class is: 5. (2) Reactant: [CH3:1][N:2]1[CH2:8][CH2:7][CH2:6][CH2:5][CH2:4][C:3]1=[O:9].[OH-:10].[Ba+2].[OH-]. Product: [CH3:1][NH:2][CH2:8][CH2:7][CH2:6][CH2:5][CH2:4][C:3]([OH:9])=[O:10]. The catalyst class is: 6.